From a dataset of Full USPTO retrosynthesis dataset with 1.9M reactions from patents (1976-2016). Predict the reactants needed to synthesize the given product. (1) Given the product [CH2:1]([O:3][C:4]([C:6]1[CH:15]=[C:9]2[C:10](=[O:14])[N:11]([C:17]3[CH:22]=[CH:21][C:20]([F:23])=[CH:19][CH:18]=3)[CH2:12][CH2:13][N:8]2[N:7]=1)=[O:5])[CH3:2], predict the reactants needed to synthesize it. The reactants are: [CH2:1]([O:3][C:4]([C:6]1[CH:15]=[C:9]2[C:10](=[O:14])[NH:11][CH2:12][CH2:13][N:8]2[N:7]=1)=[O:5])[CH3:2].Br[C:17]1[CH:22]=[CH:21][C:20]([F:23])=[CH:19][CH:18]=1.CNCCNC.C([O-])([O-])=O.[K+].[K+]. (2) Given the product [CH3:1][C:2]1[CH:3]=[C:4]([NH:5][C:19]2[CH:18]=[C:15]([CH:14]=[CH:13][C:20]=2[N+:21]([O-:23])=[O:22])[C:16]#[N:17])[CH:6]=[CH:7][C:8]=1[CH3:9], predict the reactants needed to synthesize it. The reactants are: [CH3:1][C:2]1[CH:3]=[C:4]([CH:6]=[CH:7][C:8]=1[CH3:9])[NH2:5].[H-].[Na+].F[C:13]1[CH:14]=[C:15]([CH:18]=[CH:19][C:20]=1[N+:21]([O-:23])=[O:22])[C:16]#[N:17].O. (3) Given the product [Cl:1][C:2]1[CH:10]=[CH:9][C:5]([C:6]([NH:42][CH:35]([C:36]2[CH:37]=[CH:38][CH:39]=[CH:40][CH:41]=2)[CH2:34][CH2:33][NH:32][C:31](=[O:43])[O:30][C:26]([CH3:29])([CH3:28])[CH3:27])=[O:8])=[CH:4][C:3]=1[NH:11][C:12]([C:14]1[C:24](=[O:25])[NH:23][C:17]2[N:18]=[C:19]([CH3:22])[N:20]=[CH:21][C:16]=2[CH:15]=1)=[O:13], predict the reactants needed to synthesize it. The reactants are: [Cl:1][C:2]1[CH:10]=[CH:9][C:5]([C:6]([OH:8])=O)=[CH:4][C:3]=1[NH:11][C:12]([C:14]1[C:24](=[O:25])[NH:23][C:17]2[N:18]=[C:19]([CH3:22])[N:20]=[CH:21][C:16]=2[CH:15]=1)=[O:13].[C:26]([O:30][C:31](=[O:43])[NH:32][CH2:33][CH2:34][CH:35]([NH2:42])[C:36]1[CH:41]=[CH:40][CH:39]=[CH:38][CH:37]=1)([CH3:29])([CH3:28])[CH3:27].C(N(CC)CC)C.CN(C(ON1N=NC2C=CC=NC1=2)=[N+](C)C)C.F[P-](F)(F)(F)(F)F. (4) The reactants are: Cl[CH2:2][C:3]1[N:7]=[C:6]([C:8]2[C:9]([C:14]3[CH:19]=[CH:18][CH:17]=[CH:16][CH:15]=3)=[N:10][O:11][C:12]=2[CH3:13])[O:5][N:4]=1.[C:20]([O-:23])(=[O:22])[CH3:21].[Na+].O. Given the product [C:20]([O:23][CH2:2][C:3]1[N:7]=[C:6]([C:8]2[C:9]([C:14]3[CH:19]=[CH:18][CH:17]=[CH:16][CH:15]=3)=[N:10][O:11][C:12]=2[CH3:13])[O:5][N:4]=1)(=[O:22])[CH3:21], predict the reactants needed to synthesize it. (5) The reactants are: [C:1]([O:5][C:6](=[O:19])[CH2:7][C@@H:8]([CH2:17][NH2:18])[CH2:9][C@H:10]([CH3:16])[CH2:11][CH2:12][CH2:13][CH2:14][CH3:15])([CH3:4])([CH3:3])[CH3:2].C(OC(=O)C[C@@H](CN=[N+]=[N-])C[C@@H](C)CCCCC)(C)(C)C. Given the product [C:1]([O:5][C:6](=[O:19])[CH2:7][C@@H:8]([CH2:17][NH2:18])[CH2:9][C@@H:10]([CH3:16])[CH2:11][CH2:12][CH2:13][CH2:14][CH3:15])([CH3:2])([CH3:4])[CH3:3], predict the reactants needed to synthesize it. (6) The reactants are: Br[C:2]1[CH:7]=[CH:6][C:5]([Br:8])=[CH:4][N:3]=1.[C:9]1([SH:15])[CH:14]=[CH:13][CH:12]=[CH:11][CH:10]=1.CC(C)([O-])C.[Na+]. Given the product [Br:8][C:5]1[CH:6]=[CH:7][C:2]([S:15][C:9]2[CH:14]=[CH:13][CH:12]=[CH:11][CH:10]=2)=[N:3][CH:4]=1, predict the reactants needed to synthesize it. (7) Given the product [C:22]([O:1][CH:2]([CH:19]([CH3:21])[CH3:20])[C:3]([CH3:17])([CH3:18])[CH2:4][O:5][C:6]1[CH:13]=[CH:12][CH:11]=[C:10]([N+:14]([O-:16])=[O:15])[C:7]=1[C:8]#[N:9])(=[O:24])[CH3:23], predict the reactants needed to synthesize it. The reactants are: [OH:1][CH:2]([CH:19]([CH3:21])[CH3:20])[C:3]([CH3:18])([CH3:17])[CH2:4][O:5][C:6]1[CH:13]=[CH:12][CH:11]=[C:10]([N+:14]([O-:16])=[O:15])[C:7]=1[C:8]#[N:9].[C:22](Cl)(=[O:24])[CH3:23].